From a dataset of hERG Central: cardiac toxicity at 1µM, 10µM, and general inhibition. Predict hERG channel inhibition at various concentrations. (1) The compound is COc1ccc(N2CCN(C3CCCN(Cc4ccc(F)c(F)c4)C3)CC2)cc1. Results: hERG_inhib (hERG inhibition (general)): blocker. (2) The molecule is CN(C)CCCn1cnc2c(c1=N)C(c1ccccc1)c1ccc3ccccc3c1O2. Results: hERG_inhib (hERG inhibition (general)): blocker. (3) The drug is COc1ccc(CCN(C)Cc2c(O)ccc3ccccc23)cc1OC. Results: hERG_inhib (hERG inhibition (general)): blocker. (4) The compound is COc1cccc(NC(=O)CSc2nnc(-c3ccoc3C)n2-c2ccccc2)c1. Results: hERG_inhib (hERG inhibition (general)): blocker.